Predict the reactants needed to synthesize the given product. From a dataset of Full USPTO retrosynthesis dataset with 1.9M reactions from patents (1976-2016). (1) Given the product [CH3:20][CH:21]([CH2:26][C:25]([N:10]1[C:11]2[C:16](=[CH:15][CH:14]=[CH:13][CH:12]=2)[CH:17]=[C:9]1[CH2:1][CH2:2][CH2:3][CH2:4][CH2:5][CH2:6][CH2:7][CH3:8])=[O:27])[CH2:22][C:23]([OH:28])=[O:24], predict the reactants needed to synthesize it. The reactants are: [CH2:1]([C:9]1[NH:10][C:11]2[C:16]([CH:17]=1)=[CH:15][CH:14]=[CH:13][CH:12]=2)[CH2:2][CH2:3][CH2:4][CH2:5][CH2:6][CH2:7][CH3:8].[OH-].[K+].[CH3:20][CH:21]1[CH2:26][C:25](=[O:27])[O:24][C:23](=[O:28])[CH2:22]1.[Cl-].[NH4+]. (2) Given the product [Br:1][C:2]1[CH:7]=[C:6]([N:8]2[CH:12]=[CH:11][CH:10]=[N:9]2)[N:5]2[CH:13]=[C:14]([C:16]([NH:22][NH2:23])=[O:18])[N:15]=[C:4]2[CH:3]=1, predict the reactants needed to synthesize it. The reactants are: [Br:1][C:2]1[CH:7]=[C:6]([N:8]2[CH:12]=[CH:11][CH:10]=[N:9]2)[N:5]2[CH:13]=[C:14]([C:16]([O:18]CC)=O)[N:15]=[C:4]2[CH:3]=1.O.[NH2:22][NH2:23]. (3) Given the product [Cl:58][C:54]1[CH:53]=[C:52]([C:47]2[N:46]([CH2:59][C:60]([NH:62][CH:63]([CH3:65])[CH3:64])=[O:61])[C:45](=[O:66])[C:44]3[C:49](=[CH:50][CH:51]=[C:42]([C:40]4[CH2:41][CH:38]([CH2:37][OH:36])[CH:39]=4)[CH:43]=3)[N:48]=2)[CH:57]=[CH:56][CH:55]=1, predict the reactants needed to synthesize it. The reactants are: CCCC[N+](CCCC)(CCCC)CCCC.[F-].[Si]([O:36][CH2:37][CH:38]1[CH2:41][C:40]([C:42]2[CH:43]=[C:44]3[C:49](=[CH:50][CH:51]=2)[N:48]=[C:47]([C:52]2[CH:57]=[CH:56][CH:55]=[C:54]([Cl:58])[CH:53]=2)[N:46]([CH2:59][C:60]([NH:62][CH:63]([CH3:65])[CH3:64])=[O:61])[C:45]3=[O:66])=[CH:39]1)(C(C)(C)C)(C1C=CC=CC=1)C1C=CC=CC=1. (4) Given the product [Br:19][C:20]1[CH:2]=[C:3]([C:6]2[S:10][C:9]([NH:11][C:12]3[CH:17]=[CH:16][C:15]([OH:18])=[CH:14][CH:13]=3)=[N:8][CH:7]=2)[CH:4]=[CH:5][CH:25]=1, predict the reactants needed to synthesize it. The reactants are: S1[CH:5]=[CH:4][C:3]([C:6]2[S:10][C:9]([NH:11][C:12]3[CH:17]=[CH:16][C:15]([OH:18])=[CH:14][CH:13]=3)=[N:8][CH:7]=2)=[CH:2]1.[Br:19][C:20]1C=C(CC=O)C=C[CH:25]=1. (5) Given the product [NH2:4][C:3]1[CH:5]=[CH:6][C:7]([N:15]2[CH2:14][CH2:13][CH2:12][CH2:11][C:10]2=[O:16])=[CH:8][C:2]=1[F:1], predict the reactants needed to synthesize it. The reactants are: [F:1][C:2]1[CH:8]=[C:7](I)[CH:6]=[CH:5][C:3]=1[NH2:4].[C:10]1(=[O:16])[NH:15][CH2:14][CH2:13][CH2:12][CH2:11]1.[O-]P([O-])([O-])=O.[K+].[K+].[K+].N[C@@H]1CCCC[C@H]1N. (6) Given the product [F:13][C:11]1[CH:10]=[CH:9][C:8]([C:14](=[O:26])[NH:15][CH2:16][C:17]2[CH:22]=[CH:21][CH:20]=[C:19]([N+:23]([O-:25])=[O:24])[CH:18]=2)=[C:7]([CH:12]=1)[O:6][CH2:5][C:4]([OH:27])=[O:3], predict the reactants needed to synthesize it. The reactants are: C([O:3][C:4](=[O:27])[CH2:5][O:6][C:7]1[CH:12]=[C:11]([F:13])[CH:10]=[CH:9][C:8]=1[C:14](=[O:26])[NH:15][CH2:16][C:17]1[CH:22]=[CH:21][CH:20]=[C:19]([N+:23]([O-:25])=[O:24])[CH:18]=1)C.[OH-].[Na+].